This data is from Reaction yield outcomes from USPTO patents with 853,638 reactions. The task is: Predict the reaction yield, written as a fraction of the theoretical maximum amount of product (1.0 means a 100% yield; for example, 0.34 means a 34% yield). (1) The reactants are [C:1]([C:4]1[C:5](I)=[N:6][N:7]2[CH2:12][CH2:11][N:10]([C:13]([O:15][C:16]([CH3:19])([CH3:18])[CH3:17])=[O:14])[CH2:9][C:8]=12)(=[O:3])[NH2:2].[Cl:21][C:22]1[CH:23]=[C:24](B(O)O)[CH:25]=[CH:26][CH:27]=1.[O-]P([O-])([O-])=O.[K+].[K+].[K+]. The catalyst is O1CCOCC1.O.C1C=CC(P(C2C=CC=CC=2)[C-]2C=CC=C2)=CC=1.C1C=CC(P(C2C=CC=CC=2)[C-]2C=CC=C2)=CC=1.Cl[Pd]Cl.[Fe+2].C(Cl)Cl. The product is [C:1]([C:4]1[C:5]([C:26]2[CH:25]=[CH:24][CH:23]=[C:22]([Cl:21])[CH:27]=2)=[N:6][N:7]2[CH2:12][CH2:11][N:10]([C:13]([O:15][C:16]([CH3:19])([CH3:18])[CH3:17])=[O:14])[CH2:9][C:8]=12)(=[O:3])[NH2:2]. The yield is 0.790. (2) The catalyst is C(#N)C. The yield is 1.05. The reactants are [NH:1]1[CH2:6][CH2:5][CH:4]([NH:7][C:8](=[O:14])[O:9][C:10]([CH3:13])([CH3:12])[CH3:11])[CH2:3][CH2:2]1.[F:15][CH2:16][CH2:17]I.C(=O)([O-])[O-].[K+].[K+]. The product is [C:10]([O:9][C:8](=[O:14])[NH:7][CH:4]1[CH2:3][CH2:2][N:1]([CH2:17][CH2:16][F:15])[CH2:6][CH2:5]1)([CH3:11])([CH3:13])[CH3:12]. (3) The reactants are Cl[C:2]1[CH:3]=[CH:4][C:5]2[N:6]([C:8]([C:11]3[CH:16]=[CH:15][CH:14]=[C:13]([O:17][C:18]([F:21])([F:20])[F:19])[CH:12]=3)=[CH:9][N:10]=2)[N:7]=1.[NH2:22][CH:23]([CH2:26][CH3:27])[CH2:24][OH:25].CC([O-])(C)C.[Na+]. The catalyst is C1(C)C=CC=CC=1.C1C=CC(/C=C/C(/C=C/C2C=CC=CC=2)=O)=CC=1.C1C=CC(/C=C/C(/C=C/C2C=CC=CC=2)=O)=CC=1.C1C=CC(/C=C/C(/C=C/C2C=CC=CC=2)=O)=CC=1.[Pd].[Pd]. The product is [F:19][C:18]([F:21])([F:20])[O:17][C:13]1[CH:12]=[C:11]([C:8]2[N:6]3[N:7]=[C:2]([NH:22][CH:23]([CH2:26][CH3:27])[CH2:24][OH:25])[CH:3]=[CH:4][C:5]3=[N:10][CH:9]=2)[CH:16]=[CH:15][CH:14]=1. The yield is 0.285.